This data is from Full USPTO retrosynthesis dataset with 1.9M reactions from patents (1976-2016). The task is: Predict the reactants needed to synthesize the given product. (1) Given the product [C:1]([C:5]1[O:6][C:7]([C:10]([OH:12])=[O:11])=[CH:8][N:9]=1)([CH3:4])([CH3:2])[CH3:3], predict the reactants needed to synthesize it. The reactants are: [C:1]([C:5]1[O:6][C:7]([C:10]([O:12]CC)=[O:11])=[CH:8][N:9]=1)([CH3:4])([CH3:3])[CH3:2].O[Li].O. (2) The reactants are: F[B-](F)(F)F.[O:6]=[N+:7]=[O:8].[Br:9][C:10]1[CH:18]=[C:17]2[C:13]([C:14]([NH:19][C:20](=[O:24])[CH2:21][CH2:22][CH3:23])=[N:15][NH:16]2)=[CH:12][CH:11]=1.C(OCC)(=O)C.O. Given the product [Br:9][C:10]1[C:18]([N+:7]([O-:8])=[O:6])=[C:17]2[C:13]([C:14]([NH:19][C:20](=[O:24])[CH2:21][CH2:22][CH3:23])=[N:15][NH:16]2)=[CH:12][CH:11]=1, predict the reactants needed to synthesize it. (3) Given the product [CH3:1][C@H:2]1[CH2:11][CH:10]=[CH:9][C:4]2([CH2:5][CH2:6][CH2:7][CH2:8]2)[C@@H:3]1[C:12]([O:14][CH3:15])=[O:13].[CH3:1][C@H:2]1[CH2:11][CH:10]=[CH:9][C:4]2([CH2:5][CH2:6][CH2:7][CH2:8]2)[C@H:3]1[C:12]([O:14][CH3:15])=[O:13], predict the reactants needed to synthesize it. The reactants are: [CH3:1][CH:2]1[CH2:11][CH:10]=[CH:9][C:4]2([CH2:8][CH2:7][CH2:6][CH2:5]2)[CH:3]1[C:12]([OH:14])=[O:13].[C:15]([O-])([O-])=O.[K+].[K+].CI.Cl. (4) Given the product [N:1]1([C@@H:6]2[CH2:10][CH2:9][N:8]([C:11]3[CH:16]=[CH:15][C:14]([N:17]4[CH:26]=[CH:25][C:24]5[C:19](=[CH:20][CH:21]=[C:22]([O:27][CH2:31][C@@H:32]6[C@@H:36]([OH:37])[CH2:35][CH2:34][O:33]6)[CH:23]=5)[C:18]4=[O:28])=[CH:13][C:12]=3[F:29])[CH2:7]2)[CH2:2][CH2:3][CH2:4][CH2:5]1, predict the reactants needed to synthesize it. The reactants are: [N:1]1([C@@H:6]2[CH2:10][CH2:9][N:8]([C:11]3[CH:16]=[CH:15][C:14]([N:17]4[CH:26]=[CH:25][C:24]5[C:19](=[CH:20][CH:21]=[C:22]([OH:27])[CH:23]=5)[C:18]4=[O:28])=[CH:13][C:12]=3[F:29])[CH2:7]2)[CH2:5][CH2:4][CH2:3][CH2:2]1.O[CH2:31][C@@H:32]1[C@@H:36]([OH:37])[CH2:35][CH2:34][O:33]1. (5) Given the product [Cl:24][C:25]1[CH:26]=[C:27]([N:32]2[C:36]([C:37]([Cl:40])([Cl:38])[Cl:39])=[N:35][C:34]([C:41]([NH:14][C:13]3[CH:12]=[CH:11][C:10]([CH2:9][OH:8])=[CH:16][CH:15]=3)=[O:42])=[N:33]2)[CH:28]=[CH:29][C:30]=1[Cl:31], predict the reactants needed to synthesize it. The reactants are: [Si]([O:8][CH2:9][C:10]1[CH:16]=[CH:15][C:13]([NH2:14])=[CH:12][CH:11]=1)(C(C)(C)C)(C)C.C(N(CC)CC)C.[Cl:24][C:25]1[CH:26]=[C:27]([N:32]2[C:36]([C:37]([Cl:40])([Cl:39])[Cl:38])=[N:35][C:34]([C:41](Cl)=[O:42])=[N:33]2)[CH:28]=[CH:29][C:30]=1[Cl:31].CCCC[N+](CCCC)(CCCC)CCCC.[F-]. (6) Given the product [Cl:43][C:44]1[C:49]([C:50]([F:52])([F:53])[F:51])=[CH:48][CH:47]=[CH:46][C:45]=1[CH2:54][NH:55][C:6](=[O:8])[C@@H:5]1[CH2:9][CH2:10][C:11](=[O:12])[N:4]1[CH:2]([CH3:1])[CH3:3], predict the reactants needed to synthesize it. The reactants are: [CH3:1][CH:2]([N:4]1[C:11](=[O:12])[CH2:10][CH2:9][C@H:5]1[C:6]([OH:8])=O)[CH3:3].Cl.CN(C)CCCN=C=NCC.ON1C2C=CC=CC=2N=N1.C(N1CCOCC1)C.[Cl:43][C:44]1[C:49]([C:50]([F:53])([F:52])[F:51])=[CH:48][CH:47]=[CH:46][C:45]=1[CH2:54][NH2:55].C(=O)([O-])O.[Na+]. (7) Given the product [CH3:20][O:21][C:22]([C:24]1[CH:33]=[CH:32][C:31]2[C@H:30]([N:34]=[N+:35]=[N-:36])[CH2:29][CH2:28][CH2:27][C:26]=2[CH:25]=1)=[O:23], predict the reactants needed to synthesize it. The reactants are: N[C@@H]1CCCC2C=C(CO)C=CC1=2.[H-].[H-].[H-].[H-].[Li+].[Al+3].[CH3:20][O:21][C:22]([C:24]1[CH:33]=[CH:32][C:31]2[CH:30]([N:34]=[N+:35]=[N-:36])[CH2:29][CH2:28][CH2:27][C:26]=2[CH:25]=1)=[O:23].[OH-].[Na+]. (8) Given the product [NH2:12][C:13]1[N:14]=[C:15]([N:24]2[CH2:25][CH2:26][N:27]([C:30](=[O:40])[CH2:31][O:32][C:33]3[CH:38]=[CH:37][C:36]([Cl:39])=[CH:35][CH:34]=3)[CH2:28][CH2:29]2)[C:16]2[N:22]=[C:21]([C:3]3[CH:4]=[CH:5][C:6]([Cl:8])=[CH:7][C:2]=3[Cl:1])[CH:20]=[CH:19][C:17]=2[N:18]=1, predict the reactants needed to synthesize it. The reactants are: [Cl:1][C:2]1[CH:7]=[C:6]([Cl:8])[CH:5]=[CH:4][C:3]=1B(O)O.[NH2:12][C:13]1[N:14]=[C:15]([N:24]2[CH2:29][CH2:28][N:27]([C:30](=[O:40])[CH2:31][O:32][C:33]3[CH:38]=[CH:37][C:36]([Cl:39])=[CH:35][CH:34]=3)[CH2:26][CH2:25]2)[C:16]2[N:22]=[C:21](Cl)[CH:20]=[CH:19][C:17]=2[N:18]=1. (9) Given the product [F:29][CH:30]([F:36])[C:31]([NH:7][CH2:8][CH:9]1[O:13][C:12](=[O:14])[N:11]([C:15]2[CH:16]=[CH:17][C:18]([N:21]3[CH:26]=[CH:25][C:24](=[O:27])[CH2:23][CH2:22]3)=[CH:19][CH:20]=2)[CH2:10]1)=[O:32], predict the reactants needed to synthesize it. The reactants are: C(OC(=O)[NH:7][CH2:8][CH:9]1[O:13][C:12](=[O:14])[N:11]([C:15]2[CH:20]=[CH:19][C:18]([N:21]3[CH:26]=[CH:25][C:24](=[O:27])[CH2:23][CH2:22]3)=[CH:17][CH:16]=2)[CH2:10]1)(C)(C)C.[F:29][CH:30]([F:36])[C:31](OCC)=[O:32].